This data is from Full USPTO retrosynthesis dataset with 1.9M reactions from patents (1976-2016). The task is: Predict the reactants needed to synthesize the given product. (1) Given the product [CH2:1]([N:8]1[CH2:9][CH2:10][C:11]2([N:15]([CH2:16][C:17]3[CH:26]=[CH:25][C:20]([C:21]([OH:23])=[O:22])=[CH:19][CH:18]=3)[C:14](=[O:27])[N:13]([C:28]3[CH:29]=[CH:30][C:31]([O:34][C:35]([F:36])([F:37])[F:38])=[CH:32][CH:33]=3)[CH2:12]2)[CH2:39][CH2:40]1)[C:2]1[CH:7]=[CH:6][CH:5]=[CH:4][CH:3]=1, predict the reactants needed to synthesize it. The reactants are: [CH2:1]([N:8]1[CH2:40][CH2:39][C:11]2([N:15]([CH2:16][C:17]3[CH:26]=[CH:25][C:20]([C:21]([O:23]C)=[O:22])=[CH:19][CH:18]=3)[C:14](=[O:27])[N:13]([C:28]3[CH:33]=[CH:32][C:31]([O:34][C:35]([F:38])([F:37])[F:36])=[CH:30][CH:29]=3)[CH2:12]2)[CH2:10][CH2:9]1)[C:2]1[CH:7]=[CH:6][CH:5]=[CH:4][CH:3]=1.[OH-].[Na+]. (2) The reactants are: [CH:1]1([NH:4][C:5]([C:7]2[CH:8]=[C:9]([F:31])[C:10]([CH3:30])=[C:11]([C:13]3[C:14]([C:27]([OH:29])=O)=[CH:15][C:16]([C:19]([NH:21][CH2:22][C:23]([CH3:26])([CH3:25])[CH3:24])=[O:20])=[CH:17][CH:18]=3)[CH:12]=2)=[O:6])[CH2:3][CH2:2]1.CN(C(ON1N=NC2C=CC=CC1=2)=[N+](C)C)C.F[P-](F)(F)(F)(F)F.CCN(CC)CC.[CH2:63]([N:67]([CH2:72][CH2:73][CH2:74][CH3:75])[CH2:68][CH2:69][CH2:70][NH2:71])[CH2:64][CH2:65][CH3:66]. Given the product [CH:1]1([NH:4][C:5]([C:7]2[CH:12]=[C:11]([C:13]3[C:14]([C:27]([NH:71][CH2:70][CH2:69][CH2:68][N:67]([CH2:72][CH2:73][CH2:74][CH3:75])[CH2:63][CH2:64][CH2:65][CH3:66])=[O:29])=[CH:15][C:16]([C:19]([NH:21][CH2:22][C:23]([CH3:26])([CH3:25])[CH3:24])=[O:20])=[CH:17][CH:18]=3)[C:10]([CH3:30])=[C:9]([F:31])[CH:8]=2)=[O:6])[CH2:3][CH2:2]1, predict the reactants needed to synthesize it. (3) The reactants are: [NH2:1][C@H:2]([C:23]1[CH:28]=[CH:27][CH:26]=[CH:25][CH:24]=1)[CH2:3][CH2:4][N:5]1[CH2:10][CH2:9][CH:8]([C:11]2[CH:12]=[C:13]([NH:17][C:18](=[O:22])[CH:19]([CH3:21])[CH3:20])[CH:14]=[CH:15][CH:16]=2)[CH2:7][CH2:6]1.[N+:29]([C:32]1[O:36][C:35]([C:37](Cl)=[O:38])=[CH:34][CH:33]=1)([O-:31])=[O:30]. Given the product [C:18]([NH:17][C:13]1[CH:12]=[C:11]([CH:8]2[CH2:9][CH2:10][N:5]([CH2:4][CH2:3][C@H:2]([NH:1][C:37]([C:35]3[O:36][C:32]([N+:29]([O-:31])=[O:30])=[CH:33][CH:34]=3)=[O:38])[C:23]3[CH:24]=[CH:25][CH:26]=[CH:27][CH:28]=3)[CH2:6][CH2:7]2)[CH:16]=[CH:15][CH:14]=1)(=[O:22])[CH:19]([CH3:21])[CH3:20], predict the reactants needed to synthesize it. (4) Given the product [F:1][C:2]1[C:19]([NH:20][C:21]([C:23]([NH:31][NH2:32])=[O:24])=[O:22])=[C:18]([N+:27]([O-:29])=[O:28])[CH:17]=[CH:16][C:3]=1[O:4][C@@H:5]1[CH2:6][CH2:7][C@H:8]([C:11]([O:13][CH2:14][CH3:15])=[O:12])[CH2:9][CH2:10]1, predict the reactants needed to synthesize it. The reactants are: [F:1][C:2]1[C:19]([NH:20][C:21]([C:23](OC)=[O:24])=[O:22])=[C:18]([N+:27]([O-:29])=[O:28])[CH:17]=[CH:16][C:3]=1[O:4][C@@H:5]1[CH2:10][CH2:9][C@H:8]([C:11]([O:13][CH2:14][CH3:15])=[O:12])[CH2:7][CH2:6]1.O.[NH2:31][NH2:32]. (5) Given the product [CH:22]1([NH:29][C:2]2[N:7]=[C:6](/[C:8](=[C:11]3\[NH:12][C:13]4[CH:21]=[CH:20][CH:19]=[CH:18][C:14]=4[N:15]\3[CH2:16][CH3:17])/[C:9]#[N:10])[CH:5]=[CH:4][N:3]=2)[CH2:28][CH2:27][CH2:26][CH2:25][CH2:24][CH2:23]1, predict the reactants needed to synthesize it. The reactants are: Cl[C:2]1[N:7]=[C:6]([CH:8]([CH:11]2[N:15]([CH2:16][CH3:17])[C:14]3[CH:18]=[CH:19][CH:20]=[CH:21][C:13]=3[NH:12]2)[C:9]#[N:10])[CH:5]=[CH:4][N:3]=1.[CH:22]1([NH2:29])[CH2:28][CH2:27][CH2:26][CH2:25][CH2:24][CH2:23]1. (6) Given the product [CH2:1]([O:3][C:4]([CH:6]1[CH2:11][CH2:10][N:9]([C:12]2[CH:17]=[CH:16][C:15]([C:18](=[O:28])[NH:19][C:20]3[CH:21]=[C:22]([C:35]4[CH:34]=[CH:33][CH:32]=[C:31]([O:29][CH3:30])[CH:36]=4)[C:23]([CH3:26])=[CH:24][CH:25]=3)=[CH:14][N:13]=2)[CH2:8][CH2:7]1)=[O:5])[CH3:2], predict the reactants needed to synthesize it. The reactants are: [CH2:1]([O:3][C:4]([CH:6]1[CH2:11][CH2:10][N:9]([C:12]2[CH:17]=[CH:16][C:15]([C:18](=[O:28])[NH:19][C:20]3[CH:25]=[CH:24][C:23]([CH3:26])=[C:22](I)[CH:21]=3)=[CH:14][N:13]=2)[CH2:8][CH2:7]1)=[O:5])[CH3:2].[O:29]([C:31]1[CH:32]=[C:33](B(O)O)[CH:34]=[CH:35][CH:36]=1)[CH3:30].C(OC(C1CCN(C2C=CC(C(=O)NC3C=CC(C4C=CC=CC=4)=C(C)C=3)=CN=2)CC1)=O)C. (7) Given the product [CH:1]1([N:6]2[CH2:12][CH2:11][C:10]3[CH:13]=[CH:14][C:15]([O:17][C:18]4[N:19]=[N:20][C:21]([N:25]5[CH2:29][CH2:28][CH2:27][C:26]5=[O:30])=[CH:22][CH:23]=4)=[CH:16][C:9]=3[CH2:8][CH2:7]2)[CH2:5][CH2:4][CH2:3][CH2:2]1, predict the reactants needed to synthesize it. The reactants are: [CH:1]1([N:6]2[CH2:12][CH2:11][C:10]3[CH:13]=[CH:14][C:15]([O:17][C:18]4[N:19]=[N:20][C:21](I)=[CH:22][CH:23]=4)=[CH:16][C:9]=3[CH2:8][CH2:7]2)[CH2:5][CH2:4][CH2:3][CH2:2]1.[NH:25]1[CH2:29][CH2:28][CH2:27][C:26]1=[O:30].C(=O)([O-])[O-].[K+].[K+].CNCCNC.